This data is from Reaction yield outcomes from USPTO patents with 853,638 reactions. The task is: Predict the reaction yield, written as a fraction of the theoretical maximum amount of product (1.0 means a 100% yield; for example, 0.34 means a 34% yield). (1) The reactants are [CH:1]([N:4]1[CH:8]=[N:7][CH:6]=[N:5]1)([CH3:3])[CH3:2].C([Li])CCC.[CH3:14][C:15](N(C)C)=[O:16].[Cl-].[NH4+]. The catalyst is C1COCC1. The product is [CH:1]([N:4]1[C:8]([C:15](=[O:16])[CH3:14])=[N:7][CH:6]=[N:5]1)([CH3:3])[CH3:2]. The yield is 0.870. (2) The reactants are [CH:1]1[C:10]2[C:5](=[CH:6][CH:7]=[CH:8][CH:9]=2)[CH:4]=[C:3]([C:11]2[NH:15][C:14]3[CH:16]=[CH:17][CH:18]=[C:19]([C:20](O)=[O:21])[C:13]=3[N:12]=2)[N:2]=1.CN(C(ON1N=NC2C=CC=CC1=2)=[N+](C)C)C.F[P-](F)(F)(F)(F)F.Cl.[CH3:48][O:49][C:50](=[O:62])[CH:51]([NH2:61])[CH2:52][C:53]1[CH:58]=[C:57]([F:59])[CH:56]=[C:55]([F:60])[CH:54]=1. The catalyst is C(OCC)(=O)C. The product is [CH3:48][O:49][C:50](=[O:62])[CH:51]([NH:61][C:20]([C:19]1[C:13]2[N:12]=[C:11]([C:3]3[N:2]=[CH:1][C:10]4[C:5]([CH:4]=3)=[CH:6][CH:7]=[CH:8][CH:9]=4)[NH:15][C:14]=2[CH:16]=[CH:17][CH:18]=1)=[O:21])[CH2:52][C:53]1[CH:54]=[C:55]([F:60])[CH:56]=[C:57]([F:59])[CH:58]=1. The yield is 0.500. (3) The reactants are C(P(C(C)(C)C)C1C(C)=C(C)C(C)=C(C)C=1C1C(C(C)C)=CC(C(C)C)=CC=1C(C)C)(C)(C)C.[F:35][C:36]1[CH:41]=[CH:40][C:39]([OH:42])=[CH:38][CH:37]=1.Cl[C:44]1[CH:49]=[CH:48][C:47]([C:50]2[C:59]3[C:54](=[CH:55][C:56]([S:60]([NH:63][C:64]4[CH:69]=[CH:68][N:67]=[CH:66][N:65]=4)(=[O:62])=[O:61])=[CH:57][CH:58]=3)[CH:53]=[CH:52][N:51]=2)=[C:46]([O:70][CH3:71])[CH:45]=1.P([O-])([O-])([O-])=O.[K+].[K+].[K+].Cl. The catalyst is O1CCOCC1. The product is [F:35][C:36]1[CH:41]=[CH:40][C:39]([O:42][C:44]2[CH:49]=[CH:48][C:47]([C:50]3[C:59]4[C:54](=[CH:55][C:56]([S:60]([NH:63][C:64]5[CH:69]=[CH:68][N:67]=[CH:66][N:65]=5)(=[O:61])=[O:62])=[CH:57][CH:58]=4)[CH:53]=[CH:52][N:51]=3)=[C:46]([O:70][CH3:71])[CH:45]=2)=[CH:38][CH:37]=1. The yield is 0.226.